Dataset: Reaction yield outcomes from USPTO patents with 853,638 reactions. Task: Predict the reaction yield, written as a fraction of the theoretical maximum amount of product (1.0 means a 100% yield; for example, 0.34 means a 34% yield). (1) The reactants are [CH3:1][O:2][C:3]1[CH:16]=[C:15]([O:17][CH3:18])[CH:14]=[CH:13][C:4]=1[CH2:5][N:6]1[C:10](=[O:11])[CH2:9][CH2:8][C:7]1=[O:12].C[O:20][C:21]([C:23]1[C:28]([C:29](OC)=[O:30])=[CH:27][CH:26]=[CH:25][N:24]=1)=O.[H-].[Na+].Cl. The catalyst is O1CCCC1.CCOCC.CO. The product is [CH3:1][O:2][C:3]1[CH:16]=[C:15]([O:17][CH3:18])[CH:14]=[CH:13][C:4]=1[CH2:5][N:6]1[C:7](=[O:12])[C:8]2[C:21]([OH:20])=[C:23]3[C:28]([CH:27]=[CH:26][CH:25]=[N:24]3)=[C:29]([OH:30])[C:9]=2[C:10]1=[O:11]. The yield is 0.520. (2) The reactants are Br[CH:2]([C:8]1[CH:18]=[CH:17][CH:16]=[CH:15][C:9]=1[C:10]([O:12][CH2:13][CH3:14])=[O:11])[C:3]([O:5][CH2:6][CH3:7])=[O:4].[N-:19]=[N+:20]=[N-:21].[Na+]. The catalyst is CC#N.CC(OC)(C)C. The product is [N:19]([CH:2]([C:8]1[CH:18]=[CH:17][CH:16]=[CH:15][C:9]=1[C:10]([O:12][CH2:13][CH3:14])=[O:11])[C:3]([O:5][CH2:6][CH3:7])=[O:4])=[N+:20]=[N-:21]. The yield is 0.989.